From a dataset of Experimentally validated miRNA-target interactions with 360,000+ pairs, plus equal number of negative samples. Binary Classification. Given a miRNA mature sequence and a target amino acid sequence, predict their likelihood of interaction. (1) The miRNA is hsa-miR-6776-5p with sequence UCUGGGUGCAGUGGGGGUU. The protein sequence of the target gene is MKRTRDEVDATLQIAKLNAAELLPAVHCLGFGPGASGAAAGDFCLLELEPTLCQQLEDGHSLVIRGDKDEQAVLCSKDKTYDLKIADTSNMLLFIPGCKTPDQLKKEDSHCNIIHTEIFGFSNNYWELRRRRPKLKKLKKLLMENPYEGPDSQKEKDSNSSKYTTEDLLDQIQASEEEIMTQLQVLNACKIGGYWRILEFDYEMKLLNHVTQLVDSESWSFGKVPLNTCLQELGPLEPEEMIEHCLKCYGKKYVDEGEVYFELDADKICRAAARMLLQNAVKFNLAEFQEVWQQSVPEGM.... Result: 0 (no interaction). (2) The miRNA is mmu-miR-7a-5p with sequence UGGAAGACUAGUGAUUUUGUUGU. The protein sequence of the target gene is MHWIKCLLTAFICFTVIVQVHSSGSFELRLKYFSNDHGRDNEGRCCSGESDGATGKCLGSCKTRFRVCLKHYQATIDTTSQCTYGDVITPILGENSVNLTDAQRFQNKGFTNPIQFPFSFSWPGTFSLIVEAWHDTNNSGNARTNKLLIQRLLVQQVLEVSSEWKTNKSESQYTSLEYDFRVTCDLNYYGSGCAKFCRPRDDSFGHSTCSETGEIICLTGWQGDYCHIPKCAKGCEHGHCDKPNQCVCQLGWKGALCNECVLEPNCIHGTCNKPWTCICNEGWGGLYCNQDLNYCTNHRP.... Result: 0 (no interaction). (3) The miRNA is mmu-miR-721 with sequence CAGUGCAAUUAAAAGGGGGAA. The protein sequence of the target gene is MEHPLFGCLRSPHATAQGLHPFSQSSLALHGRSDHMSYPELSTSSSSCIIAGYPNEEGMFASQHHRGHHHHHHHHHHHHQQQQHQALQSNWHLPQMSSPPSAARHSLCLQPDSGGPPELGSSPPVLCSNSSSLGSSTPTGAACAPGDYGRQALSPADVEKRSGSKRKSDSSDSQEGNYKSEVNSKPRKERTAFTKEQIRELEAEFAHHNYLTRLRRYEIAVNLDLTERQVKVWFQNRRMKWKRVKGGQQGAAAREKELVNVKKGTLLPSELSGIGAATLQQTGDSLANEDSRDSDHSSEH.... Result: 1 (interaction).